Dataset: Catalyst prediction with 721,799 reactions and 888 catalyst types from USPTO. Task: Predict which catalyst facilitates the given reaction. (1) Product: [CH2:1]([O:3][C:4]1[C:8]([CH2:9][CH2:10][C:11]([OH:13])=[O:12])=[CH:7][N:6]([CH2:16][C:17]2[CH:22]=[CH:21][C:20]([O:23][CH2:24][C:25]3[N:26]=[C:27]([C:30]4[CH:35]=[CH:34][CH:33]=[CH:32][CH:31]=4)[S:28][CH:29]=3)=[CH:19][CH:18]=2)[N:5]=1)[CH3:2]. Reactant: [CH2:1]([O:3][C:4]1[C:8]([CH2:9][CH2:10][C:11]([O:13]CC)=[O:12])=[CH:7][N:6]([CH2:16][C:17]2[CH:22]=[CH:21][C:20]([O:23][CH2:24][C:25]3[N:26]=[C:27]([C:30]4[CH:35]=[CH:34][CH:33]=[CH:32][CH:31]=4)[S:28][CH:29]=3)=[CH:19][CH:18]=2)[N:5]=1)[CH3:2].[OH-].[Na+].O.Cl. The catalyst class is: 548. (2) Reactant: [NH2:1][N:2]1[CH:6]=[CH:5][C:4]([CH:7]2[CH2:9][CH2:8]2)=[C:3]1[C:10]([O:12]CC)=[O:11].[Li+].[OH-]. Product: [NH2:1][N:2]1[CH:6]=[CH:5][C:4]([CH:7]2[CH2:9][CH2:8]2)=[C:3]1[C:10]([OH:12])=[O:11]. The catalyst class is: 5. (3) Reactant: Cl.Cl.[F:3][C:4]1[C:12]([C:13]2[C:21]3[C:20]([NH2:22])=[N:19][CH:18]=[N:17][C:16]=3[N:15]([CH3:23])[CH:14]=2)=[CH:11][CH:10]=[C:9]2[C:5]=1[CH2:6][CH2:7][NH:8]2.CN(C(ON1N=NC2C=CC=NC1=2)=[N+](C)C)C.F[P-](F)(F)(F)(F)F.CCN(C(C)C)C(C)C.[F:57][C:58]([F:70])([F:69])[C:59]1[N:64]=[C:63]([CH2:65][C:66](O)=[O:67])[CH:62]=[CH:61][CH:60]=1. Product: [F:3][C:4]1[C:12]([C:13]2[C:21]3[C:20]([NH2:22])=[N:19][CH:18]=[N:17][C:16]=3[N:15]([CH3:23])[CH:14]=2)=[CH:11][CH:10]=[C:9]2[C:5]=1[CH2:6][CH2:7][N:8]2[C:66](=[O:67])[CH2:65][C:63]1[CH:62]=[CH:61][CH:60]=[C:59]([C:58]([F:57])([F:70])[F:69])[N:64]=1. The catalyst class is: 655. (4) Reactant: [Br:1][C:2]1[CH:7]=[CH:6][C:5]([NH2:8])=[C:4]([F:9])[CH:3]=1.C[Si]([N-][Si](C)(C)C)(C)C.[Li+].Cl[C:21]1[N:22]([CH3:33])[C:23](=[O:32])[C:24]([CH3:31])=[CH:25][C:26]=1[C:27]([O:29][CH3:30])=[O:28]. Product: [Br:1][C:2]1[CH:7]=[CH:6][C:5]([NH:8][C:21]2[N:22]([CH3:33])[C:23](=[O:32])[C:24]([CH3:31])=[CH:25][C:26]=2[C:27]([O:29][CH3:30])=[O:28])=[C:4]([F:9])[CH:3]=1. The catalyst class is: 1.